From a dataset of Reaction yield outcomes from USPTO patents with 853,638 reactions. Predict the reaction yield, written as a fraction of the theoretical maximum amount of product (1.0 means a 100% yield; for example, 0.34 means a 34% yield). The reactants are [CH3:1][O:2][C:3]1[CH:8]=[CH:7][CH:6]=[CH:5][C:4]=1[C:9]1[C:17]2[C:12](=[N:13][CH:14]=[C:15]([C:18]3[CH:19]=[C:20]([CH:25]=[CH:26][CH:27]=3)[C:21](=[NH:24])OC)[CH:16]=2)[NH:11][N:10]=1.[NH:28]1[CH2:33][CH2:32][O:31][CH2:30][CH2:29]1.C(N(CC)CC)C. The catalyst is CO. The product is [CH3:1][O:2][C:3]1[CH:8]=[CH:7][CH:6]=[CH:5][C:4]=1[C:9]1[C:17]2[C:12](=[N:13][CH:14]=[C:15]([C:18]3[CH:19]=[C:20]([C:21](=[NH:24])[N:28]4[CH2:33][CH2:32][O:31][CH2:30][CH2:29]4)[CH:25]=[CH:26][CH:27]=3)[CH:16]=2)[NH:11][N:10]=1. The yield is 0.100.